Dataset: Peptide-MHC class II binding affinity with 134,281 pairs from IEDB. Task: Regression. Given a peptide amino acid sequence and an MHC pseudo amino acid sequence, predict their binding affinity value. This is MHC class II binding data. (1) The peptide sequence is AFKVMATAANAAPAN. The MHC is DRB1_0401 with pseudo-sequence DRB1_0401. The binding affinity (normalized) is 0.618. (2) The peptide sequence is TNIRQAGVQY. The MHC is DRB1_0301 with pseudo-sequence DRB1_0301. The binding affinity (normalized) is 0.0158.